This data is from Experimentally validated miRNA-target interactions with 360,000+ pairs, plus equal number of negative samples. The task is: Binary Classification. Given a miRNA mature sequence and a target amino acid sequence, predict their likelihood of interaction. (1) The miRNA is hsa-miR-19b-3p with sequence UGUGCAAAUCCAUGCAAAACUGA. The protein sequence of the target gene is MAQETNQTPGPMLCSTGCGFYGNPRTNGMCSVCYKEHLQRQQNSGRMSPMGTASGSNSPTSDSASVQRADTSLNNCEGAAGSTSEKSRNVPVAALPVTQQMTEMSISREDKITTPKTEVSEPVVTQPSPSVSQPSTSQSEEKAPELPKPKKNRCFMCRKKVGLTGFDCRCGNLFCGLHRYSDKHNCPYDYKAEAAAKIRKENPVVVAEKIQRI. Result: 1 (interaction). (2) The miRNA is hsa-miR-511-3p with sequence AAUGUGUAGCAAAAGACAGA. The protein sequence of the target gene is MSFRKVNIIIWVLAVVLFLLVLHHNFLSLSSLLKNDISDSGIVGLQPIDFVASAHQHPVSERQEEIPVVIAASEDRLGGTIAAINSVHQNTRSNVMFYIVTFNSTADHLRSWLNSGSLKSIRYKIVNFDTKLLEGKVKQDPDQGESMKPLTFARFYLPILVPSAKKAIYMDDDVIVQGDILALYNTPLKPGHAAAFSEDCDSASTKVIIRGAGNQYNYIGYLDYKKERIRKLSMKASTCSFNPGVFVANLTEWKRQNVTNQLEKWMKLNVEEGLYSRTLAGSITTPPLLIVFYQQHSTID.... Result: 0 (no interaction). (3) The miRNA is hsa-miR-181a-3p with sequence ACCAUCGACCGUUGAUUGUACC. The protein sequence of the target gene is MADAEVIILPKKHKKKKERKSLPEEDVAEIQHAEEFLIKPESKVAKLDTSQWPLLLKNFDKLNVRTTHYTPLACGSNPLKREIGDYIRTGFINLDKPSNPSSHEVVAWIRRILRVEKTGHSGTLDPKVTGCLIVCIERATRLVKSQQSAGKEYVGIVRLHNAIEGGTQLSRALETLTGALFQRPPLIAAVKRQLRVRTIYESKMIEYDPERRLGIFWVSCEAGTYIRTLCVHLGLLLGVGGQMQELRRVRSGVMSEKDHMVTMHDVLDAQWLYDNHKDESYLRRVVYPLEKLLTSHKRLV.... Result: 0 (no interaction). (4) The miRNA is hsa-miR-513a-3p with sequence UAAAUUUCACCUUUCUGAGAAGG. Result: 0 (no interaction). The protein sequence of the target gene is MVAATVAAAWLLLWAAACAQQEQDFYDFKAVNIRGKLVSLEKYRGSVSLVVNVASECGFTDQHYRALQQLQRDLGPHHFNVLAFPCNQFGQQEPDSNKEIESFARRTYSVSFPMFSKIAVTGTGAHPAFKYLAQTSGKEPTWNFWKYLVAPDGKVVGAWDPTVSVEEVRPQITALVRKLILLKREDL. (5) The miRNA is mmu-miR-28a-5p with sequence AAGGAGCUCACAGUCUAUUGAG. The protein sequence of the target gene is MKTLQSTLLLLLLVPLIKPAPPTQQDSRIIYDYGTDNFEESIFSQDYEDKYLDGKNIKEKETVIIPNEKSLQLQKDEAITPLPPKKENDEMPTCLLCVCLSGSVYCEEVDIDAVPPLPKESAYLYARFNKIKKLTAKDFADIPNLRRLDFTGNLIEDIEDGTFSKLSLLEELSLAENQLLKLPVLPPKLTLFNAKYNKIKSRGIKANAFKKLNNLTFLYLDHNALESVPLNLPESLRVIHLQFNNIASITDDTFCKANDTSYIRDRIEEIRLEGNPIVLGKHPNSFICLKRLPIGSYF. Result: 0 (no interaction). (6) The miRNA is hsa-miR-96-3p with sequence AAUCAUGUGCAGUGCCAAUAUG. The protein sequence of the target gene is MAPVEHVVADAGAFLLDAALQDIGKNIYTIRNVISEIRDKATRRRLAVLPYELRFKEPFPEYVRLVTEFSKKTGDYPSLSATDIQVLALTYQLEAEFVGVSHLKQEPEKVKVSSSIQHPETPLHVSGFHLPSKPKPPRETVEHRHPASEPEDLEFSSFMFWRNPLPNIDCELQELLMDGGEDVPNEEEDEENGLDERQDEDSDDDGGGWITPSNIKQIQQEMKQCAVPKDVRVGCVTTDFAMQNVLLQMGLHVLAVNGMLIREARSYILRCHGCFKTTSDMSRVFCAHCGNKTLKKVSVT.... Result: 0 (no interaction). (7) The miRNA is hsa-miR-6859-5p with sequence GAGAGGAACAUGGGCUCAGGACA. The protein sequence of the target gene is MLRKGCCVELLLLLLAGELPLGGGCPRDCVCYPAPMTVSCQAHNFAAIPEGIPEDSERIFLQNNRITFLQQGHFSPAMVTLWIYSNNITFIAPNTFEGFVHLEELDLGDNRQLRTLAPETFQGLVKLHALYLYKCGLSALPAGIFGGLHSLQYLYLQDNHIEYLQDDIFVDLVNLSHLFLHGNKLWSLGQGIFRGLVNLDRLLLHENQLQWVHHKAFHDLHRLTTLFLFNNSLTELQGDCLAPLVALEFLRLNGNAWDCGCRARSLWEWLRRFRGSSSAVPCATPELRQGQDLKLLRVED.... Result: 0 (no interaction). (8) The miRNA is mmu-miR-3470b with sequence UCACUCUGUAGACCAGGCUGG. The protein sequence of the target gene is MASSPDPPSPLLVRLRESIPKAHRKLEIYFQSRASGGGECSVQPVGPSAPDTYEVKFLKKADKEKVLKKSEHEMLVHNKPVTIVLETTKKPVEDLRPRLPSLTQPVETPSSRPPSLTGSLDEALCDDIHPQDGLVSNSVDSVVQKIFLAVTAELNCDLLSKEQRASITTVCPHIIKSMEGSDGIKKVCGNFKDIEKIHHFLSEQLLEREQKRKGSEQKRKCAPQKHTPPDVEREPPDQSSIQVPVLLLEYFKHVNPGRLEFIEYKFGVNIEIQASSPNMVTVGFTSSPFGNVEEASQSFV.... Result: 1 (interaction).